From a dataset of Full USPTO retrosynthesis dataset with 1.9M reactions from patents (1976-2016). Predict the reactants needed to synthesize the given product. (1) Given the product [Cl:1][C:2]1[CH:3]=[C:4]([C@@H:8]([OH:12])[CH2:9][NH:10][C@H:14]([CH3:30])[CH2:15][C:16]2[C:24]3[C:19](=[C:20]([NH:25][C:26](=[O:29])[CH2:27][CH3:28])[CH:21]=[CH:22][CH:23]=3)[NH:18][CH:17]=2)[CH:5]=[CH:6][CH:7]=1, predict the reactants needed to synthesize it. The reactants are: [Cl:1][C:2]1[CH:3]=[C:4]([C@H:8]2[O:12]C(=O)[N:10]([C@H:14]([CH3:30])[CH2:15][C:16]3[C:24]4[C:19](=[C:20]([NH:25][C:26](=[O:29])[CH2:27][CH3:28])[CH:21]=[CH:22][CH:23]=4)[NH:18][CH:17]=3)[CH2:9]2)[CH:5]=[CH:6][CH:7]=1.[OH-].[Na+]. (2) The reactants are: C(S([N:7]1[CH2:12][CH2:11][C:10]([C:19]#[N:20])(N2CCCCC2)[CH2:9][CH2:8]1)(=O)=O)CC.[ClH:21].O1CCOCC1. Given the product [Cl-:21].[C:19]([CH:10]1[CH2:11][CH2:12][NH2+:7][CH2:8][CH2:9]1)#[N:20].[ClH:21], predict the reactants needed to synthesize it. (3) Given the product [S:49]1[C:53]2[CH:54]=[CH:55][CH:56]=[CH:57][C:52]=2[N:51]=[C:50]1[NH:58][C:59]([C:61]1[CH:62]=[CH:63][CH:64]=[C:65]2[C:70]=1[CH2:69][N:68]([C:71]1[N:76]=[C:75]([C:77]([OH:79])=[O:78])[C:74]([CH2:84][CH2:85][CH2:86][O:87][C:88]3[CH:89]=[CH:90][C:91]([NH:94][CH:95]4[CH2:100][CH2:99][N:98]([CH3:101])[CH2:97][CH2:96]4)=[CH:92][CH:93]=3)=[CH:73][CH:72]=1)[CH2:67][CH2:66]2)=[O:60], predict the reactants needed to synthesize it. The reactants are: S1C2C=CC=CC=2N=C1NC(C1C=CC=C2C=1CN(C1N=C(C(O)=O)C(CCCOC3C=CC(N4CCN(C)CC4)=CC=3)=CC=1)CC2)=O.[S:49]1[C:53]2[CH:54]=[CH:55][CH:56]=[CH:57][C:52]=2[N:51]=[C:50]1[NH:58][C:59]([C:61]1[CH:62]=[CH:63][CH:64]=[C:65]2[C:70]=1[CH2:69][N:68]([C:71]1[N:76]=[C:75]([C:77]([O:79]C(C)(C)C)=[O:78])[C:74]([CH2:84][CH2:85][CH2:86][O:87][C:88]3[CH:93]=[CH:92][C:91]([NH:94][CH:95]4[CH2:100][CH2:99][N:98]([CH3:101])[CH2:97][CH2:96]4)=[CH:90][CH:89]=3)=[CH:73][CH:72]=1)[CH2:67][CH2:66]2)=[O:60]. (4) Given the product [Cl:10][CH2:9][C:5]1[N:4]=[C:3]([CH2:2][N:15]2[C:11](=[O:21])[C:12]3[C:13](=[CH:17][CH:18]=[CH:19][CH:20]=3)[C:14]2=[O:16])[CH:8]=[CH:7][CH:6]=1, predict the reactants needed to synthesize it. The reactants are: Cl[CH2:2][C:3]1[CH:8]=[CH:7][CH:6]=[C:5]([CH2:9][Cl:10])[N:4]=1.[C:11]1(=[O:21])[NH:15][C:14](=[O:16])[C:13]2=[CH:17][CH:18]=[CH:19][CH:20]=[C:12]12.[K]. (5) Given the product [N+:14]([C:5]1[CH:6]=[C:7]([C:10]([F:13])([F:12])[F:11])[CH:8]=[CH:9][C:4]=1[C:3]([NH:19][NH2:20])=[O:2])([O-:16])=[O:15], predict the reactants needed to synthesize it. The reactants are: C[O:2][C:3](=O)[C:4]1[CH:9]=[CH:8][C:7]([C:10]([F:13])([F:12])[F:11])=[CH:6][C:5]=1[N+:14]([O-:16])=[O:15].O.[NH2:19][NH2:20]. (6) Given the product [Cl:1][C:2]1[CH:3]=[CH:4][C:5]([O:15][CH2:16][C:17]2[CH:22]=[CH:21][C:20]([F:23])=[CH:19][CH:18]=2)=[C:6]([C:8]2[N:24]([C:25]3[CH:26]=[CH:27][C:28]([S:31]([NH:34][C:35]([C:37]4[CH:38]=[CH:39][CH:40]=[CH:41][CH:42]=4)=[O:36])(=[O:33])=[O:32])=[CH:29][CH:30]=3)[C:11]([CH3:12])=[CH:10][CH:9]=2)[CH:7]=1, predict the reactants needed to synthesize it. The reactants are: [Cl:1][C:2]1[CH:3]=[CH:4][C:5]([O:15][CH2:16][C:17]2[CH:22]=[CH:21][C:20]([F:23])=[CH:19][CH:18]=2)=[C:6]([C:8](=O)[CH2:9][CH2:10][C:11](=O)[CH3:12])[CH:7]=1.[NH2:24][C:25]1[CH:30]=[CH:29][C:28]([S:31]([NH:34][C:35]([C:37]2[CH:42]=[CH:41][CH:40]=[CH:39][CH:38]=2)=[O:36])(=[O:33])=[O:32])=[CH:27][CH:26]=1.C1(C)C=CC(S(O)(=O)=O)=CC=1. (7) The reactants are: [NH2:1][C@H:2]([C:11]([NH:13][C@@H:14]([C:19]([NH:21][CH2:22][C:23]([NH:25][C@H:26]([C:34]([NH:36][C@@H:37]([C:42]([OH:44])=[O:43])[C:38]([SH:41])([CH3:40])[CH3:39])=[O:35])[CH2:27][C:28]1[CH:33]=[CH:32][CH:31]=[CH:30][CH:29]=1)=[O:24])=[O:20])[C:15]([SH:18])([CH3:17])[CH3:16])=[O:12])[CH2:3][C:4]1[CH:9]=[CH:8][C:7]([OH:10])=[CH:6][CH:5]=1.C(N(CC)CC)C. Given the product [CH3:16][C:15]1([CH3:17])[S:18][S:41][C:38]([CH3:39])([CH3:40])[C@H:37]([C:42]([OH:44])=[O:43])[NH:36][C:34](=[O:35])[C@@H:26]([CH2:27][C:28]2[CH:29]=[CH:30][CH:31]=[CH:32][CH:33]=2)[NH:25][C:23](=[O:24])[CH2:22][NH:21][C:19](=[O:20])[C@@H:14]1[NH:13][C:11]([C@@H:2]([NH2:1])[CH2:3][C:4]1[CH:9]=[CH:8][C:7]([OH:10])=[CH:6][CH:5]=1)=[O:12], predict the reactants needed to synthesize it.